From a dataset of Forward reaction prediction with 1.9M reactions from USPTO patents (1976-2016). Predict the product of the given reaction. (1) Given the reactants [CH3:1][C:2]1([CH3:15])[CH2:13][C:12]2[CH:11]=[C:10]3[N:5]([CH2:6][CH2:7][NH:8][C:9]3=[O:14])[C:4]=2[CH2:3]1.[C:16]([O:19][CH2:20][C:21]1[C:26]([Br:27])=[CH:25][C:24]([F:28])=[CH:23][C:22]=1Br)(=[O:18])[CH3:17].C(=O)([O-])[O-].[Cs+].[Cs+].CC1(C)C2C(=C(P(C3C=CC=CC=3)C3C=CC=CC=3)C=CC=2)OC2C(P(C3C=CC=CC=3)C3C=CC=CC=3)=CC=CC1=2, predict the reaction product. The product is: [C:16]([O:19][CH2:20][C:21]1[C:22]([N:8]2[CH2:7][CH2:6][N:5]3[C:10](=[CH:11][C:12]4[CH2:13][C:2]([CH3:15])([CH3:1])[CH2:3][C:4]=43)[C:9]2=[O:14])=[CH:23][C:24]([F:28])=[CH:25][C:26]=1[Br:27])(=[O:18])[CH3:17]. (2) Given the reactants [CH2:1]([N:5]1[CH:10]=[CH:9][C:8](O)=[C:7]([C:12]#[N:13])[C:6]1=[O:14])[CH2:2][CH2:3][CH3:4].P(Br)(Br)([Br:17])=O, predict the reaction product. The product is: [Br:17][C:8]1[CH:9]=[CH:10][N:5]([CH2:1][CH2:2][CH2:3][CH3:4])[C:6](=[O:14])[C:7]=1[C:12]#[N:13]. (3) Given the reactants [OH:1][C:2]1[CH:7]=[CH:6][C:5]([C:8]2[N:9]=[C:10]3[C:16]4[CH:17]=[CH:18][CH:19]=[CH:20][C:15]=4[NH:14][C:13]4[N:21]=[CH:22][CH:23]=[CH:24][C:12]=4[N:11]3[C:25]=2[C:26]2[CH:31]=[CH:30][C:29]([C:32]3([NH:36]C(=O)OC(C)(C)C)[CH2:35][CH2:34][CH2:33]3)=[CH:28][CH:27]=2)=[CH:4][CH:3]=1.Cl.O1CCOCC1, predict the reaction product. The product is: [NH2:36][C:32]1([C:29]2[CH:28]=[CH:27][C:26]([C:25]3[N:11]4[C:12]5[CH:24]=[CH:23][CH:22]=[N:21][C:13]=5[NH:14][C:15]5[CH:20]=[CH:19][CH:18]=[CH:17][C:16]=5[C:10]4=[N:9][C:8]=3[C:5]3[CH:4]=[CH:3][C:2]([OH:1])=[CH:7][CH:6]=3)=[CH:31][CH:30]=2)[CH2:33][CH2:34][CH2:35]1.